This data is from Peptide-MHC class I binding affinity with 185,985 pairs from IEDB/IMGT. The task is: Regression. Given a peptide amino acid sequence and an MHC pseudo amino acid sequence, predict their binding affinity value. This is MHC class I binding data. (1) The peptide sequence is FRHSVVVPY. The MHC is HLA-B18:01 with pseudo-sequence HLA-B18:01. The binding affinity (normalized) is 0.430. (2) The peptide sequence is REFLTRNPAW. The binding affinity (normalized) is 0.708. The MHC is HLA-B40:02 with pseudo-sequence HLA-B40:02.